This data is from Reaction yield outcomes from USPTO patents with 853,638 reactions. The task is: Predict the reaction yield, written as a fraction of the theoretical maximum amount of product (1.0 means a 100% yield; for example, 0.34 means a 34% yield). (1) The reactants are FC(F)(F)S(O[C:7]1[C:16]2[C:11](=[CH:12][CH:13]=[CH:14][CH:15]=2)[CH:10]=[C:9]([O:17][CH3:18])[CH:8]=1)(=O)=O.[C:21]1([C:27]2[S:31][C:30](B(O)O)=[CH:29][CH:28]=2)[CH:26]=[CH:25][CH:24]=[CH:23][CH:22]=1.C(=O)([O-])[O-].[Na+].[Na+].O. The catalyst is C1(C)C=CC=CC=1.C(O)C.C1C=CC([P]([Pd]([P](C2C=CC=CC=2)(C2C=CC=CC=2)C2C=CC=CC=2)([P](C2C=CC=CC=2)(C2C=CC=CC=2)C2C=CC=CC=2)[P](C2C=CC=CC=2)(C2C=CC=CC=2)C2C=CC=CC=2)(C2C=CC=CC=2)C2C=CC=CC=2)=CC=1. The product is [CH3:18][O:17][C:9]1[CH:8]=[C:7]([C:30]2[S:31][C:27]([C:21]3[CH:22]=[CH:23][CH:24]=[CH:25][CH:26]=3)=[CH:28][CH:29]=2)[C:16]2[C:11]([CH:10]=1)=[CH:12][CH:13]=[CH:14][CH:15]=2. The yield is 0.670. (2) The yield is 0.350. The catalyst is CN(C=O)C.[Cl-].[Na+].O. The reactants are [F:1][C:2]1[C:23]([O:24][CH3:25])=[C:22]([F:26])[C:5]2[N:6]=[C:7]([NH:9][C:10]([C:12]3[N:13]=[CH:14][C:15]4[C:20]([CH:21]=3)=[CH:19][CH:18]=[CH:17][CH:16]=4)=[O:11])[NH:8][C:4]=2[C:3]=1[C:27](O)=[O:28].CN(C(ON1N=NC2C=CC=CC1=2)=[N+](C)C)C.F[P-](F)(F)(F)(F)F.CCN(C(C)C)C(C)C.S(O)(O)(=O)=O.[NH2:68][C:69]1[NH:70][CH:71]=[CH:72][N:73]=1. The product is [F:26][C:22]1[C:5]2[N:6]=[C:7]([NH:9][C:10]([C:12]3[N:13]=[CH:14][C:15]4[C:20]([CH:21]=3)=[CH:19][CH:18]=[CH:17][CH:16]=4)=[O:11])[NH:8][C:4]=2[C:3]([C:27](=[O:28])[NH:68][C:69]2[NH:70][CH:71]=[CH:72][N:73]=2)=[C:2]([F:1])[C:23]=1[O:24][CH3:25]. (3) The reactants are [CH2:1]([N:3]1[C:11]2[C:6](=[CH:7][CH:8]=[C:9]([O:12][CH3:13])[CH:10]=2)[C:5]([C:14]([NH2:16])=O)=[CH:4]1)[CH3:2].COC1C=CC(P2(SP(C3C=CC(OC)=CC=3)(=S)S2)=[S:26])=CC=1. The product is [CH2:1]([N:3]1[C:11]2[C:6](=[CH:7][CH:8]=[C:9]([O:12][CH3:13])[CH:10]=2)[C:5]([C:14](=[S:26])[NH2:16])=[CH:4]1)[CH3:2]. The yield is 0.710. The catalyst is C1(C)C=CC=CC=1. (4) The reactants are [Cl:1][C:2]1[CH:7]=[CH:6][C:5]([CH2:8][CH2:9][N:10]([CH2:21][C:22]2[CH:27]=[CH:26][C:25]([CH:28]3[CH2:31][CH2:30][CH2:29]3)=[CH:24][CH:23]=2)[C:11]([C:13]2[C:18]([NH2:19])=[CH:17][CH:16]=[C:15]([CH3:20])[N:14]=2)=[O:12])=[CH:4][CH:3]=1.[CH2:32]=O.[BH4-].[Na+]. The catalyst is C(O)C. The product is [Cl:1][C:2]1[CH:3]=[CH:4][C:5]([CH2:8][CH2:9][N:10]([CH2:21][C:22]2[CH:23]=[CH:24][C:25]([CH:28]3[CH2:31][CH2:30][CH2:29]3)=[CH:26][CH:27]=2)[C:11]([C:13]2[C:18]([NH:19][CH3:32])=[CH:17][CH:16]=[C:15]([CH3:20])[N:14]=2)=[O:12])=[CH:6][CH:7]=1. The yield is 0.810. (5) The reactants are C([O-])([O-])=O.[K+].[K+].Cl[C:8]1[C:13](=[O:14])[N:12]([CH3:15])[CH:11]=[C:10]2[CH2:16][N:17]([CH2:20][CH2:21][C:22]3[N:30]=[C:25]4[CH:26]=[CH:27][CH:28]=[CH:29][N:24]4[N:23]=3)[C:18](=[O:19])[C:9]=12.[N:31]1[CH:36]=[CH:35][CH:34]=[C:33](B(O)O)[CH:32]=1.O. The catalyst is CN(C=O)C.[Pd](Cl)Cl.C1(P(C2C=CC=CC=2)C2C=CC=CC=2)C=CC=CC=1.C1(P(C2C=CC=CC=2)C2C=CC=CC=2)C=CC=CC=1. The product is [CH3:15][N:12]1[C:13](=[O:14])[C:8]([C:33]2[CH:32]=[N:31][CH:36]=[CH:35][CH:34]=2)=[C:9]2[C:18](=[O:19])[N:17]([CH2:20][CH2:21][C:22]3[N:30]=[C:25]4[CH:26]=[CH:27][CH:28]=[CH:29][N:24]4[N:23]=3)[CH2:16][C:10]2=[CH:11]1. The yield is 0.445.